Dataset: NCI-60 drug combinations with 297,098 pairs across 59 cell lines. Task: Regression. Given two drug SMILES strings and cell line genomic features, predict the synergy score measuring deviation from expected non-interaction effect. (1) Drug 1: CC1=C(C(CCC1)(C)C)C=CC(=CC=CC(=CC(=O)O)C)C. Cell line: NCIH23. Synergy scores: CSS=51.4, Synergy_ZIP=0.109, Synergy_Bliss=-2.04, Synergy_Loewe=-39.2, Synergy_HSA=-1.49. Drug 2: CC=C1C(=O)NC(C(=O)OC2CC(=O)NC(C(=O)NC(CSSCCC=C2)C(=O)N1)C(C)C)C(C)C. (2) Drug 2: CN(CCCl)CCCl.Cl. Cell line: UACC-257. Synergy scores: CSS=9.38, Synergy_ZIP=-2.98, Synergy_Bliss=-0.358, Synergy_Loewe=-1.43, Synergy_HSA=0.261. Drug 1: CC12CCC3C(C1CCC2O)C(CC4=C3C=CC(=C4)O)CCCCCCCCCS(=O)CCCC(C(F)(F)F)(F)F.